This data is from Forward reaction prediction with 1.9M reactions from USPTO patents (1976-2016). The task is: Predict the product of the given reaction. (1) Given the reactants [F:1][C:2]1[CH:3]=[C:4]([NH:8][CH:9]([C:13]2[CH:18]=[CH:17][CH:16]=[CH:15][CH:14]=2)[C:10]([OH:12])=O)[CH:5]=[CH:6][CH:7]=1.[CH:19]1C=CC2N(O)N=NC=2C=1.CCN=C=NCCCN(C)C.[F:40][C:41]1([F:48])[CH2:46][CH2:45][CH:44]([NH2:47])[CH2:43][CH2:42]1, predict the reaction product. The product is: [F:40][C:41]1([F:48])[CH2:46][CH2:45][CH:44]([NH:47][C:10](=[O:12])[CH:9]([NH:8][C:4]2[CH:5]=[CH:6][CH:7]=[C:2]([F:1])[CH:3]=2)[C:13]2[CH:18]=[CH:17][CH:16]=[CH:15][C:14]=2[CH3:19])[CH2:43][CH2:42]1. (2) The product is: [N+:1]([C:4]1[CH:9]=[CH:8][C:7]([O:10][CH2:11][CH2:12][NH:15][CH3:14])=[CH:6][CH:5]=1)([O-:3])=[O:2]. Given the reactants [N+:1]([C:4]1[CH:9]=[CH:8][C:7]([O:10][CH2:11][CH2:12]Cl)=[CH:6][CH:5]=1)([O-:3])=[O:2].[CH3:14][NH2:15], predict the reaction product. (3) Given the reactants [CH:1]([N:4]1[C:12]2[C:7](=[CH:8][CH:9]=[CH:10][CH:11]=2)[C:6]([C:13](=[O:33])[C:14]([NH:16][CH:17]2[CH2:22][CH2:21][N:20]([CH2:23][CH2:24][NH:25]C(=O)OC(C)(C)C)[CH2:19][CH2:18]2)=[O:15])=[CH:5]1)([CH3:3])[CH3:2].[ClH:34].CO, predict the reaction product. The product is: [ClH:34].[NH2:25][CH2:24][CH2:23][N:20]1[CH2:21][CH2:22][CH:17]([NH:16][C:14](=[O:15])[C:13]([C:6]2[C:7]3[C:12](=[CH:11][CH:10]=[CH:9][CH:8]=3)[N:4]([CH:1]([CH3:2])[CH3:3])[CH:5]=2)=[O:33])[CH2:18][CH2:19]1. (4) Given the reactants [CH:1]1[C:14]2[S:13][C:12]3[CH:11]=[CH:10][CH:9]=[C:8]([C:15](O)=[O:16])[C:7]=3[O:6][C:5]=2[C:4]([C:18](O)=[O:19])=[CH:3][CH:2]=1, predict the reaction product. The product is: [CH:1]1[C:14]2[S:13][C:12]3[C:7](=[C:8]([CH2:15][OH:16])[CH:9]=[CH:10][CH:11]=3)[O:6][C:5]=2[C:4]([CH2:18][OH:19])=[CH:3][CH:2]=1.